From a dataset of Forward reaction prediction with 1.9M reactions from USPTO patents (1976-2016). Predict the product of the given reaction. (1) Given the reactants C([Li])(C)(C)C.Br[C:7]1[CH:8]=[C:9]2[C:13](=[CH:14][CH:15]=1)[NH:12][N:11]=[C:10]2[CH3:16].CN(C)[CH:19]=[O:20], predict the reaction product. The product is: [CH3:16][C:10]1[C:9]2[C:13](=[CH:14][CH:15]=[C:7]([CH:19]=[O:20])[CH:8]=2)[NH:12][N:11]=1. (2) Given the reactants Cl[C:2]1[CH:7]=[C:6]([N:8]2[C:12]([CH3:13])=[N:11][C:10]([CH3:14])=[N:9]2)[N:5]=[C:4]([CH3:15])[N:3]=1.Cl.[NH:17]1[CH2:20][CH:19]([C:21]([O:23][CH3:24])=[O:22])[CH2:18]1.C(=O)([O-])[O-].[Cs+].[Cs+].IC.C(=O)(O)[O-].[Na+], predict the reaction product. The product is: [CH3:14][C:10]1[N:11]=[C:12]([CH3:13])[N:8]([C:6]2[N:5]=[C:4]([CH3:15])[N:3]=[C:2]([N:17]3[CH2:20][CH:19]([C:21]([O:23][CH3:24])=[O:22])[CH2:18]3)[CH:7]=2)[N:9]=1. (3) Given the reactants [NH2:1][C:2]1[C:11]2[C:6](=[CH:7][CH:8]=[CH:9][CH:10]=2)[N:5]=[CH:4][CH:3]=1.[Cl:12][CH2:13][CH2:14][N:15]=[C:16]=[O:17].CO, predict the reaction product. The product is: [Cl:12][CH2:13][CH2:14][NH:15][C:16]([NH:1][C:2]1[C:11]2[C:6](=[CH:7][CH:8]=[CH:9][CH:10]=2)[N:5]=[CH:4][CH:3]=1)=[O:17]. (4) Given the reactants [O:1]1[C:5]2[CH:6]=[CH:7][CH:8]=[CH:9][C:4]=2[CH:3]=[C:2]1[CH2:10][O:11][C:12]1[CH:20]=[CH:19][CH:18]=[C:14]([C:15]([OH:17])=O)[C:13]=1[C:21]([OH:23])=O.Cl.[NH2:25][CH:26]1[CH2:32][CH2:31][C:30](=[O:33])[NH:29][C:27]1=[O:28], predict the reaction product. The product is: [O:1]1[C:5]2[CH:6]=[CH:7][CH:8]=[CH:9][C:4]=2[CH:3]=[C:2]1[CH2:10][O:11][C:12]1[CH:20]=[CH:19][CH:18]=[C:14]2[C:13]=1[C:21](=[O:23])[N:25]([CH:26]1[CH2:32][CH2:31][C:30](=[O:33])[NH:29][C:27]1=[O:28])[C:15]2=[O:17]. (5) Given the reactants C1C=C[NH+]=CC=1.[O-][Cr](Cl)(=O)=O.[C:12]12([CH2:22][OH:23])[CH2:21][CH:16]3[CH2:17][CH:18]([CH2:20][CH:14]([CH2:15]3)[CH2:13]1)[CH2:19]2, predict the reaction product. The product is: [C:12]12([CH:22]=[O:23])[CH2:19][CH:18]3[CH2:17][CH:16]([CH2:15][CH:14]([CH2:20]3)[CH2:13]1)[CH2:21]2. (6) Given the reactants [CH3:1][O:2][CH2:3][CH2:4][O:5][C:6]1[CH:11]=[CH:10][C:9]([N+:12]([O-])=O)=[CH:8][CH:7]=1.[NH4+].[Cl-], predict the reaction product. The product is: [CH3:1][O:2][CH2:3][CH2:4][O:5][C:6]1[CH:11]=[CH:10][C:9]([NH2:12])=[CH:8][CH:7]=1. (7) Given the reactants [N:1]1[CH:6]=[CH:5][C:4]([C:7]2[C:8]([C:15]3[CH:20]=[CH:19][C:18]([C:21]#[C:22][C:23]4[CH:32]=[CH:31][C:30]5[C:25](=[CH:26][CH:27]=[CH:28][CH:29]=5)[N:24]=4)=[CH:17][CH:16]=3)=[N:9][N:10]([CH2:12][CH2:13]O)[CH:11]=2)=[CH:3][CH:2]=1.[CH3:33][NH2:34].O, predict the reaction product. The product is: [CH3:33][NH:34][CH2:13][CH2:12][N:10]1[CH:11]=[C:7]([C:4]2[CH:5]=[CH:6][N:1]=[CH:2][CH:3]=2)[C:8]([C:15]2[CH:20]=[CH:19][C:18]([C:21]#[C:22][C:23]3[CH:32]=[CH:31][C:30]4[C:25](=[CH:26][CH:27]=[CH:28][CH:29]=4)[N:24]=3)=[CH:17][CH:16]=2)=[N:9]1. (8) Given the reactants [CH:1]1([C:7](=[O:19])[CH2:8][C:9]2[CH:14]=[CH:13][C:12]([F:15])=[C:11]([N+:16]([O-:18])=[O:17])[CH:10]=2)[CH2:6][CH2:5][CH2:4][CH2:3][CH2:2]1.[H-].[Na+].[CH3:22]I.O, predict the reaction product. The product is: [CH:1]1([C:7](=[O:19])[CH:8]([C:9]2[CH:14]=[CH:13][C:12]([F:15])=[C:11]([N+:16]([O-:18])=[O:17])[CH:10]=2)[CH3:22])[CH2:6][CH2:5][CH2:4][CH2:3][CH2:2]1.